Task: Regression/Classification. Given a drug SMILES string, predict its toxicity properties. Task type varies by dataset: regression for continuous values (e.g., LD50, hERG inhibition percentage) or binary classification for toxic/non-toxic outcomes (e.g., AMES mutagenicity, cardiotoxicity, hepatotoxicity). Dataset: ld50_zhu.. Dataset: Acute oral toxicity (LD50) regression data from Zhu et al. (1) The molecule is CC(C)c1ccc(C(C)(C)O)cc1. The rat oral LD50 is 1.20, given as -log10 of the dose in mol/kg body weight (higher means more acutely toxic). (2) The molecule is Cc1cccc(N2CC(CO)OC2=O)c1. The rat oral LD50 is 2.23, given as -log10 of the dose in mol/kg body weight (higher means more acutely toxic). (3) The drug is CNC(=O)Oc1ccc(C)c(C)c1. The rat oral LD50 is 2.79, given as -log10 of the dose in mol/kg body weight (higher means more acutely toxic). (4) The molecule is CCOC(CC(OCC)OCC)OCC. The rat oral LD50 is 2.14, given as -log10 of the dose in mol/kg body weight (higher means more acutely toxic). (5) The molecule is CNC(=O)CSP(C)(=S)OC. The rat oral LD50 is 4.33, given as -log10 of the dose in mol/kg body weight (higher means more acutely toxic).